This data is from Full USPTO retrosynthesis dataset with 1.9M reactions from patents (1976-2016). The task is: Predict the reactants needed to synthesize the given product. (1) Given the product [OH:75][CH2:76][CH2:77][N:78]1[CH2:83][CH2:82][N:81]([C:1]([C:4]([NH:7][C:8]([CH2:10][CH2:11][CH2:12][C:13]2[CH:18]=[CH:17][C:16]([CH2:19][CH2:20][C:21]3[CH:29]=[CH:28][CH:27]=[C:26]4[C:22]=3[C:23]([O:39][C@@H:40]3[O:66][C@H:65]([CH2:67][O:68][C:69](=[O:74])[C:70]([CH3:73])([CH3:72])[CH3:71])[C@@H:57]([O:58][C:59](=[O:64])[C:60]([CH3:63])([CH3:62])[CH3:61])[C@H:49]([O:50][C:51](=[O:56])[C:52]([CH3:53])([CH3:54])[CH3:55])[C@H:41]3[O:42][C:43](=[O:48])[C:44]([CH3:45])([CH3:46])[CH3:47])=[N:24][N:25]4[CH2:30][CH2:31][O:32][C:33](=[O:38])[C:34]([CH3:37])([CH3:36])[CH3:35])=[CH:15][CH:14]=2)=[O:9])([CH3:5])[CH3:6])=[O:2])[CH2:80][CH2:79]1, predict the reactants needed to synthesize it. The reactants are: [C:1]([C:4]([NH:7][C:8]([CH2:10][CH2:11][CH2:12][C:13]1[CH:18]=[CH:17][C:16]([CH2:19][CH2:20][C:21]2[CH:29]=[CH:28][CH:27]=[C:26]3[C:22]=2[C:23]([O:39][C@@H:40]2[O:66][C@H:65]([CH2:67][O:68][C:69](=[O:74])[C:70]([CH3:73])([CH3:72])[CH3:71])[C@@H:57]([O:58][C:59](=[O:64])[C:60]([CH3:63])([CH3:62])[CH3:61])[C@H:49]([O:50][C:51](=[O:56])[C:52]([CH3:55])([CH3:54])[CH3:53])[C@H:41]2[O:42][C:43](=[O:48])[C:44]([CH3:47])([CH3:46])[CH3:45])=[N:24][N:25]3[CH2:30][CH2:31][O:32][C:33](=[O:38])[C:34]([CH3:37])([CH3:36])[CH3:35])=[CH:15][CH:14]=1)=[O:9])([CH3:6])[CH3:5])(O)=[O:2].[OH:75][CH2:76][CH2:77][N:78]1[CH2:83][CH2:82][NH:81][CH2:80][CH2:79]1.ON1C2C=CC=CC=2N=N1.Cl.C(N=C=NCCCN(C)C)C. (2) Given the product [CH3:1][N:2]([CH3:15])[CH2:3][CH2:4][NH:5][C:6]1[C:7]([NH2:12])=[CH:8][CH:9]=[CH:10][CH:11]=1, predict the reactants needed to synthesize it. The reactants are: [CH3:1][N:2]([CH3:15])[CH2:3][CH2:4][NH:5][C:6]1[CH:11]=[CH:10][CH:9]=[CH:8][C:7]=1[N+:12]([O-])=O.NN.[O-]S([O-])(=O)=O.[Mg+2]. (3) Given the product [F:85][C:86]1[CH:91]=[CH:90][C:89]([F:92])=[CH:88][C:87]=1[C:93]1[N:98]=[C:97]([CH3:99])[C:96]([CH3:100])=[C:95]([NH:101][C:48]2[CH:53]=[CH:52][N:51]=[C:50]3[CH2:54][NH:55][N:56]([CH2:57][C:58]4[CH:63]=[CH:62][C:61]([O:64][CH3:65])=[CH:60][CH:59]=4)[C:49]=23)[CH:94]=1.[F:85][C:86]1[CH:91]=[CH:90][C:89]([F:92])=[CH:88][C:87]=1[C:93]1[N:98]=[C:97]([CH3:99])[C:96]([CH3:100])=[C:95]([NH:101][C:67]2[C:73]3[C:69](=[CH:68][N:75]([CH2:76][C:77]4[CH:78]=[CH:79][C:80]([O:83][CH3:84])=[CH:81][CH:82]=4)[N:74]=3)[N:70]=[CH:71][CH:72]=2)[CH:94]=1, predict the reactants needed to synthesize it. The reactants are: C1(P(C2C=CC=CC=2)C2C=CC3C(=CC=CC=3)C=2C2C3C(=CC=CC=3)C=CC=2P(C2C=CC=CC=2)C2C=CC=CC=2)C=CC=CC=1.I[C:48]1[CH:53]=[CH:52][N:51]=[C:50]2[CH:54]=[N:55][N:56]([CH2:57][C:58]3[CH:63]=[CH:62][C:61]([O:64][CH3:65])=[CH:60][CH:59]=3)[C:49]=12.I[C:67]1[CH:72]=[CH:71][N:70]=[C:69]2[CH2:73][NH:74][N:75]([CH2:76][C:77]3[CH:82]=[CH:81][C:80]([O:83][CH3:84])=[CH:79][CH:78]=3)[C:68]=12.[F:85][C:86]1[CH:91]=[CH:90][C:89]([F:92])=[CH:88][C:87]=1[C:93]1[N:98]=[C:97]([CH3:99])[C:96]([CH3:100])=[C:95]([NH2:101])[CH:94]=1.CC([O-])(C)C.[Na+]. (4) Given the product [Cl:18][C:19]1[C:20]([C:2]2[CH:3]=[CH:4][CH:5]=[C:6]([NH:8][CH2:9][CH:10]3[CH2:15][O:14][CH2:13][C:12]([CH3:17])([CH3:16])[O:11]3)[N:7]=2)=[CH:21][C:22]([F:25])=[N:23][CH:24]=1, predict the reactants needed to synthesize it. The reactants are: Br[C:2]1[N:7]=[C:6]([NH:8][CH2:9][CH:10]2[CH2:15][O:14][CH2:13][C:12]([CH3:17])([CH3:16])[O:11]2)[CH:5]=[CH:4][CH:3]=1.[Cl:18][C:19]1[C:20](B(O)O)=[CH:21][C:22]([F:25])=[N:23][CH:24]=1.C(=O)([O-])[O-].[Na+].[Na+]. (5) Given the product [Cl:1][C:2]1[CH:26]=[CH:25][C:5]([CH2:6][C:7]2[C:11]([C:12]#[N:13])=[C:10]([N:14]3[CH2:19][CH2:18][O:17][CH2:16][CH2:15]3)[S:9][C:8]=2[C:20]([OH:22])=[O:21])=[CH:4][C:3]=1[F:27], predict the reactants needed to synthesize it. The reactants are: [Cl:1][C:2]1[CH:26]=[CH:25][C:5]([CH2:6][C:7]2[C:11]([C:12]#[N:13])=[C:10]([N:14]3[CH2:19][CH2:18][O:17][CH2:16][CH2:15]3)[S:9][C:8]=2[C:20]([O:22]CC)=[O:21])=[CH:4][C:3]=1[F:27].O1CCCC1.CO.[OH-].[Na+].O. (6) The reactants are: [C:1]([O:5][C:6]([N:8]1[CH2:12][CH2:11][CH2:10][C@@H:9]1[CH2:13][OH:14])=[O:7])([CH3:4])([CH3:3])[CH3:2].[S:15](Cl)([C:18]1[CH:24]=[CH:23][C:21]([CH3:22])=[CH:20][CH:19]=1)(=[O:17])=[O:16].C(N(CC)CC)C. Given the product [C:1]([O:5][C:6]([N:8]1[CH2:12][CH2:11][CH2:10][C@@H:9]1[CH2:13][O:14][S:15]([C:18]1[CH:24]=[CH:23][C:21]([CH3:22])=[CH:20][CH:19]=1)(=[O:17])=[O:16])=[O:7])([CH3:4])([CH3:3])[CH3:2], predict the reactants needed to synthesize it. (7) Given the product [CH3:42][N:43]([CH3:44])[C:45]([NH:1][CH2:2][CH2:3][N:4]1[C:13]2[C:8](=[N:9][CH:10]=[C:11]([CH2:14][C:15]3[CH:16]=[CH:17][C:18]([F:21])=[CH:19][CH:20]=3)[CH:12]=2)[C:7]([OH:22])=[C:6]([C:23]([NH:25][CH2:26][CH2:27][O:28][CH2:29][CH2:30][OH:31])=[O:24])[C:5]1=[O:32])=[O:46], predict the reactants needed to synthesize it. The reactants are: [NH2:1][CH2:2][CH2:3][N:4]1[C:13]2[C:8](=[N:9][CH:10]=[C:11]([CH2:14][C:15]3[CH:20]=[CH:19][C:18]([F:21])=[CH:17][CH:16]=3)[CH:12]=2)[C:7]([OH:22])=[C:6]([C:23]([NH:25][CH2:26][CH2:27][O:28][CH2:29][CH2:30][OH:31])=[O:24])[C:5]1=[O:32].C(N(C(C)C)CC)(C)C.[CH3:42][N:43]([CH:45]=[O:46])[CH3:44].